This data is from Full USPTO retrosynthesis dataset with 1.9M reactions from patents (1976-2016). The task is: Predict the reactants needed to synthesize the given product. (1) The reactants are: [CH2:1]([O:8][C:9](=[O:35])[C@H:10]([C:15](=[O:34])[C@@H:16]([OH:33])[C@H:17]([NH:25][C:26]([O:28][C:29]([CH3:32])([CH3:31])[CH3:30])=[O:27])[CH2:18][C:19]1[CH:24]=[CH:23][CH:22]=[CH:21][CH:20]=1)[CH2:11][CH:12]([CH3:14])[CH3:13])[C:2]1[CH:7]=[CH:6][CH:5]=[CH:4][CH:3]=1.CC1C=CC(S([O-])(=O)=O)=CC=1.C1C=C[NH+]=CC=1.[CH2:53]1[CH2:58][O:57][CH:56]=[CH:55][CH2:54]1.C([O-])([O-])=O.[K+].[K+]. Given the product [CH2:1]([O:8][C:9](=[O:35])[C@H:10]([C:15](=[O:34])[C@@H:16]([O:33][CH:56]1[CH2:55][CH2:54][CH2:53][CH2:58][O:57]1)[C@H:17]([NH:25][C:26]([O:28][C:29]([CH3:30])([CH3:32])[CH3:31])=[O:27])[CH2:18][C:19]1[CH:20]=[CH:21][CH:22]=[CH:23][CH:24]=1)[CH2:11][CH:12]([CH3:13])[CH3:14])[C:2]1[CH:7]=[CH:6][CH:5]=[CH:4][CH:3]=1, predict the reactants needed to synthesize it. (2) Given the product [NH2:1][C:2]1[C:3]([N+:13]([O-:15])=[O:14])=[CH:4][C:5]([C:6]([O:8][CH2:9][CH3:10])=[O:7])=[CH:11][C:12]=1[Br:16], predict the reactants needed to synthesize it. The reactants are: [NH2:1][C:2]1[CH:12]=[CH:11][C:5]([C:6]([O:8][CH2:9][CH3:10])=[O:7])=[CH:4][C:3]=1[N+:13]([O-:15])=[O:14].[Br:16]Br. (3) Given the product [CH:1]1([CH2:4][O:5][C:6]2[CH:11]=[C:10]([F:12])[C:9]([O:13][CH3:14])=[CH:8][C:7]=2[C:15]2[CH:20]=[CH:19][N:18]=[C:17]3[C:21]([C:25]([O:27][CH2:28][CH3:29])=[O:26])=[C:22]([CH3:24])[N:23]([CH2:31][O:32][CH2:33][CH2:34][Si:35]([CH3:38])([CH3:37])[CH3:36])[C:16]=23)[CH2:3][CH2:2]1, predict the reactants needed to synthesize it. The reactants are: [CH:1]1([CH2:4][O:5][C:6]2[CH:11]=[C:10]([F:12])[C:9]([O:13][CH3:14])=[CH:8][C:7]=2[C:15]2[CH:20]=[CH:19][N:18]=[C:17]3[C:21]([C:25]([O:27][CH2:28][CH3:29])=[O:26])=[C:22]([CH3:24])[NH:23][C:16]=23)[CH2:3][CH2:2]1.Cl[CH2:31][O:32][CH2:33][CH2:34][Si:35]([CH3:38])([CH3:37])[CH3:36]. (4) Given the product [NH2:38][C:36](=[O:37])[CH2:35][NH:34][C:28](=[O:29])[CH2:27][S:19](=[O:20])([C:21]1[CH:26]=[CH:25][CH:24]=[CH:23][CH:22]=1)=[N:18][C:16](=[O:17])[C:12]1[CH:11]=[C:10]([C:9]#[C:8][C:4]2[CH:5]=[CH:6][CH:7]=[C:2]([OH:1])[CH:3]=2)[CH:15]=[N:14][CH:13]=1, predict the reactants needed to synthesize it. The reactants are: [OH:1][C:2]1[CH:3]=[C:4]([C:8]#[C:9][C:10]2[CH:11]=[C:12]([C:16]([N:18]=[S@:19]([CH2:27][C:28](OCC)=[O:29])([C:21]3[CH:26]=[CH:25][CH:24]=[CH:23][CH:22]=3)=[O:20])=[O:17])[CH:13]=[N:14][CH:15]=2)[CH:5]=[CH:6][CH:7]=1.Cl.[NH2:34][CH2:35][C:36]([NH2:38])=[O:37]. (5) Given the product [N+:13]([C:6]1[CH:7]=[CH:8][C:1]([OH:2])=[CH:3][C:4]=1[OH:5])([O-:15])=[O:14], predict the reactants needed to synthesize it. The reactants are: [C:1]1([CH:8]=[CH:7][CH:6]=[C:4]([OH:5])[CH:3]=1)[OH:2].C(O)(=O)C.[N+:13]([O-])([OH:15])=[O:14]. (6) Given the product [CH3:7][O:8][C:9]1[CH:18]=[C:17]2[C:12]([C:1]([C:2]([Cl:4])=[O:3])=[CH:14][C:15]([C:19]3[CH:24]=[CH:23][CH:22]=[CH:21][CH:20]=3)=[N:16]2)=[CH:11][CH:10]=1, predict the reactants needed to synthesize it. The reactants are: [C:1](Cl)(=O)[C:2]([Cl:4])=[O:3].[CH3:7][O:8][C:9]1[CH:18]=[C:17]2[C:12](C(C(O)=O)=[CH:14][C:15]([C:19]3[CH:24]=[CH:23][CH:22]=[CH:21][CH:20]=3)=[N:16]2)=[CH:11][CH:10]=1. (7) Given the product [NH2:1][C:2]1[CH:7]=[CH:6][C:5]([O:8][C:18]2[CH:23]=[CH:22][N:21]=[C:20]([C:24]([NH2:26])=[O:25])[CH:19]=2)=[C:4]([F:9])[C:3]=1[F:10], predict the reactants needed to synthesize it. The reactants are: [NH2:1][C:2]1[CH:7]=[CH:6][C:5]([OH:8])=[C:4]([F:9])[C:3]=1[F:10].CC([O-])(C)C.[K+].Cl[C:18]1[CH:23]=[CH:22][N:21]=[C:20]([C:24]([NH2:26])=[O:25])[CH:19]=1.